Dataset: Catalyst prediction with 721,799 reactions and 888 catalyst types from USPTO. Task: Predict which catalyst facilitates the given reaction. (1) Reactant: [C:1]([O:5][C:6]([N:8]1[CH:15]2[CH:11]([N:12]([C:18]([O:20][CH2:21][C:22]3[CH:27]=[CH:26][CH:25]=[CH:24][CH:23]=3)=[O:19])[CH2:13][CH:14]2[CH2:16][OH:17])[CH2:10][CH2:9]1)=[O:7])([CH3:4])([CH3:3])[CH3:2].[F:28][C:29]1[CH:30]=[C:31](O)[CH:32]=[CH:33][C:34]=1[F:35].C1(P(C2C=CC=CC=2)C2C=CC=CC=2)C=CC=CC=1.CC(OC(/N=N/C(OC(C)C)=O)=O)C. Product: [C:1]([O:5][C:6]([N:8]1[CH:15]2[CH:11]([N:12]([C:18]([O:20][CH2:21][C:22]3[CH:23]=[CH:24][CH:25]=[CH:26][CH:27]=3)=[O:19])[CH2:13][CH:14]2[CH2:16][O:17][C:32]2[CH:31]=[CH:30][C:29]([F:28])=[C:34]([F:35])[CH:33]=2)[CH2:10][CH2:9]1)=[O:7])([CH3:4])([CH3:2])[CH3:3]. The catalyst class is: 48. (2) The catalyst class is: 2. Reactant: [CH2:1]([N:8]1[CH2:13][CH2:12][CH:11]([N:14]2[CH2:19][CH2:18][CH:17]([NH:20]C(=O)OC(C)(C)C)[CH2:16][CH2:15]2)[CH2:10][CH2:9]1)[C:2]1[CH:7]=[CH:6][CH:5]=[CH:4][CH:3]=1.C(O)(C(F)(F)F)=O. Product: [CH2:1]([N:8]1[CH2:9][CH2:10][CH:11]([N:14]2[CH2:19][CH2:18][CH:17]([NH2:20])[CH2:16][CH2:15]2)[CH2:12][CH2:13]1)[C:2]1[CH:7]=[CH:6][CH:5]=[CH:4][CH:3]=1. (3) Reactant: [CH2:1]([O:8][C:9]([NH:11][C@@H:12]([CH2:22][C:23]1[CH:28]=[CH:27][C:26]([O:29][C:30]([CH3:33])([CH3:32])[CH3:31])=[CH:25][CH:24]=1)[C:13]([NH:15][C@@H:16]([CH3:21])[C:17]([O:19][CH3:20])=[O:18])=O)=[O:10])[C:2]1[CH:7]=[CH:6][CH:5]=[CH:4][CH:3]=1.C1(P(C2C=CC=CC=2)C2C=CC=CN=2)C=CC=CC=1.N#N.CC(OC(/N=N/C(OC(C)C)=O)=O)C.C1(P([N:83]=[N+:84]=[N-:85])(C2C=CC=CC=2)=O)C=CC=CC=1. Product: [CH2:1]([O:8][C:9]([NH:11][C@H:12]([C:13]1[N:15]([C@@H:16]([CH3:21])[C:17]([O:19][CH3:20])=[O:18])[N:85]=[N:84][N:83]=1)[CH2:22][C:23]1[CH:28]=[CH:27][C:26]([O:29][C:30]([CH3:33])([CH3:32])[CH3:31])=[CH:25][CH:24]=1)=[O:10])[C:2]1[CH:7]=[CH:6][CH:5]=[CH:4][CH:3]=1. The catalyst class is: 56.